Dataset: Catalyst prediction with 721,799 reactions and 888 catalyst types from USPTO. Task: Predict which catalyst facilitates the given reaction. Reactant: [Cl:1][C:2]1[C:3]([F:31])=[C:4]([C@@H:8]2[C@:12]([C:15]3[CH:20]=[CH:19][C:18]([Cl:21])=[CH:17][C:16]=3[F:22])([C:13]#[N:14])[C@H:11]([CH2:23][C:24]([CH3:27])([CH3:26])[CH3:25])[NH:10][C@H:9]2[C:28](O)=[O:29])[CH:5]=[CH:6][CH:7]=1.[NH2:32][C:33]1[NH:37][C:36]([C:38]([O:40][CH2:41][CH3:42])=[O:39])=[CH:35][CH:34]=1.CN(C(ON1N=NC2C=CC=NC1=2)=[N+](C)C)C.F[P-](F)(F)(F)(F)F.CCN(C(C)C)C(C)C. Product: [CH2:41]([O:40][C:38]([C:36]1[NH:37][C:33]([NH:32][C:28]([C@H:9]2[C@H:8]([C:4]3[CH:5]=[CH:6][CH:7]=[C:2]([Cl:1])[C:3]=3[F:31])[C@:12]([C:15]3[CH:20]=[CH:19][C:18]([Cl:21])=[CH:17][C:16]=3[F:22])([C:13]#[N:14])[C@H:11]([CH2:23][C:24]([CH3:26])([CH3:27])[CH3:25])[NH:10]2)=[O:29])=[CH:34][CH:35]=1)=[O:39])[CH3:42]. The catalyst class is: 168.